Task: Regression. Given two drug SMILES strings and cell line genomic features, predict the synergy score measuring deviation from expected non-interaction effect.. Dataset: NCI-60 drug combinations with 297,098 pairs across 59 cell lines (1) Drug 1: C1CC(CCC1OC2=C(C(=CC=C2)Cl)F)(CC3=NC(=CC=C3)NC4=NC=CS4)C(=O)O. Drug 2: CCC1(C2=C(COC1=O)C(=O)N3CC4=CC5=C(C=CC(=C5CN(C)C)O)N=C4C3=C2)O. Cell line: SW-620. Synergy scores: CSS=67.2, Synergy_ZIP=3.90, Synergy_Bliss=3.13, Synergy_Loewe=2.42, Synergy_HSA=8.08. (2) Drug 1: CN(C)C1=NC(=NC(=N1)N(C)C)N(C)C. Drug 2: CCC1=C2CN3C(=CC4=C(C3=O)COC(=O)C4(CC)O)C2=NC5=C1C=C(C=C5)O. Cell line: HS 578T. Synergy scores: CSS=3.99, Synergy_ZIP=-2.45, Synergy_Bliss=-1.19, Synergy_Loewe=-8.59, Synergy_HSA=-7.44.